Dataset: Reaction yield outcomes from USPTO patents with 853,638 reactions. Task: Predict the reaction yield, written as a fraction of the theoretical maximum amount of product (1.0 means a 100% yield; for example, 0.34 means a 34% yield). (1) The reactants are Br[C:2]1[CH:3]=[CH:4][C:5]2[N:9]=[C:8]([N:10]([CH3:12])[CH3:11])[N:7](C(OC(C)(C)C)=O)[C:6]=2[CH:20]=1.BrC1C=C[C:25]2[N:29]=[C:28](N(C)C)[NH:27][C:26]=2C=1.C(OC(OC(C)(C)C)=O)([O:36][C:37](C)(C)[CH3:38])=O.C(N(CC)CC)C.C[N:57]([C:59]1[CH:64]=[CH:63][CH:62]=[CH:61][N:60]=1)[CH3:58].[O:65]1CCCC1. No catalyst specified. The product is [CH3:12][N:10]([CH3:11])[C:8]1[NH:9][C:5]2[CH:4]=[CH:3][C:2]([C:26]3[N:27]=[C:28]4[N:60]([CH2:61][CH:62]5[CH2:63][CH2:64][O:36][CH2:37][CH2:38]5)[C:59](=[O:65])[NH:57][C:58]4=[N:29][CH:25]=3)=[CH:20][C:6]=2[N:7]=1. The yield is 0.540. (2) The reactants are [NH2:1][C:2]([CH3:6])([CH3:5])[CH2:3][OH:4].[H-].[Na+].[NH2:9][C:10]1[CH:17]=[CH:16][CH:15]=[C:14](F)[C:11]=1[C:12]#[N:13]. The product is [NH2:9][C:10]1[CH:17]=[CH:16][CH:15]=[C:14]([O:4][CH2:3][C:2]([NH2:1])([CH3:6])[CH3:5])[C:11]=1[C:12]#[N:13]. The yield is 0.710. The catalyst is C1COCC1. (3) The reactants are C(OC(=O)[NH:10][CH2:11][CH2:12][CH2:13][CH2:14][C:15]1[CH:20]=[CH:19][C:18]([O:21][CH2:22][CH2:23][CH2:24][C:25]2[NH:29][N:28]=[N:27][N:26]=2)=[CH:17][CH:16]=1)C1C=CC=CC=1. The product is [NH:29]1[C:25]([CH2:24][CH2:23][CH2:22][O:21][C:18]2[CH:19]=[CH:20][C:15]([CH2:14][CH2:13][CH2:12][CH2:11][NH2:10])=[CH:16][CH:17]=2)=[N:26][N:27]=[N:28]1. The catalyst is CO.ClCCl.[Pd]. The yield is 0.990.